From a dataset of Peptide-MHC class I binding affinity with 185,985 pairs from IEDB/IMGT. Regression. Given a peptide amino acid sequence and an MHC pseudo amino acid sequence, predict their binding affinity value. This is MHC class I binding data. (1) The binding affinity (normalized) is 0.0847. The peptide sequence is KQLDIQYLK. The MHC is HLA-A68:02 with pseudo-sequence HLA-A68:02. (2) The peptide sequence is LVSDYCNVLNKEFT. The MHC is HLA-A02:03 with pseudo-sequence HLA-A02:03. The binding affinity (normalized) is 0.0262. (3) The peptide sequence is NVISKIYTLI. The MHC is HLA-A02:02 with pseudo-sequence HLA-A02:02. The binding affinity (normalized) is 1.00. (4) The binding affinity (normalized) is 0.843. The MHC is HLA-B35:01 with pseudo-sequence HLA-B35:01. The peptide sequence is IPMVTQMAM. (5) The peptide sequence is KGICSCGAF. The MHC is HLA-A32:01 with pseudo-sequence HLA-A32:01. The binding affinity (normalized) is 0.311. (6) The peptide sequence is LVRGNSPVF. The MHC is HLA-B08:02 with pseudo-sequence HLA-B08:02. The binding affinity (normalized) is 0.0847. (7) The peptide sequence is TEWPQLKVA. The MHC is HLA-A26:01 with pseudo-sequence HLA-A26:01. The binding affinity (normalized) is 0.0847.